This data is from NCI-60 drug combinations with 297,098 pairs across 59 cell lines. The task is: Regression. Given two drug SMILES strings and cell line genomic features, predict the synergy score measuring deviation from expected non-interaction effect. Drug 1: CC12CCC(CC1=CCC3C2CCC4(C3CC=C4C5=CN=CC=C5)C)O. Drug 2: CC1OCC2C(O1)C(C(C(O2)OC3C4COC(=O)C4C(C5=CC6=C(C=C35)OCO6)C7=CC(=C(C(=C7)OC)O)OC)O)O. Cell line: 786-0. Synergy scores: CSS=32.4, Synergy_ZIP=6.19, Synergy_Bliss=12.5, Synergy_Loewe=5.95, Synergy_HSA=13.9.